Dataset: Forward reaction prediction with 1.9M reactions from USPTO patents (1976-2016). Task: Predict the product of the given reaction. The product is: [CH3:20][C:21]1[C:29]2[CH2:28][O:27][C:26](=[O:30])[C:25]=2[CH:24]=[CH:23][C:22]=1[CH2:31][CH2:32][N:6]1[CH2:5][CH2:4][N:3]([CH:8]2[CH2:17][CH2:16][C:15]3[CH:14]=[C:13]([C:18]#[N:19])[CH:12]=[CH:11][C:10]=3[CH2:9]2)[C:2](=[O:1])[CH2:7]1. Given the reactants [O:1]=[C:2]1[CH2:7][NH:6][CH2:5][CH2:4][N:3]1[CH:8]1[CH2:17][CH2:16][C:15]2[CH:14]=[C:13]([C:18]#[N:19])[CH:12]=[CH:11][C:10]=2[CH2:9]1.[CH3:20][C:21]1[C:29]2[CH2:28][O:27][C:26](=[O:30])[C:25]=2[CH:24]=[CH:23][C:22]=1[CH2:31][CH:32]=O, predict the reaction product.